From a dataset of Forward reaction prediction with 1.9M reactions from USPTO patents (1976-2016). Predict the product of the given reaction. (1) Given the reactants [N:1]12[CH2:8][CH2:7][CH:4]([CH2:5][CH2:6]1)[C@@H:3]([O:9][C:10]([C:12]1([C:19]3[CH:24]=[CH:23][CH:22]=[CH:21][CH:20]=3)[CH2:18][CH2:17][CH2:16][CH2:15][CH2:14][CH2:13]1)=[O:11])[CH2:2]2.[Cl:25][CH2:26][C:27]([NH:29][C:30]1[CH:35]=[CH:34][N:33]=[C:32]([CH3:36])[N:31]=1)=[O:28], predict the reaction product. The product is: [Cl-:25].[CH3:36][C:32]1[N:31]=[C:30]([NH:29][C:27]([CH2:26][N+:1]23[CH2:8][CH2:7][CH:4]([CH2:5][CH2:6]2)[C@@H:3]([O:9][C:10]([C:12]2([C:19]4[CH:20]=[CH:21][CH:22]=[CH:23][CH:24]=4)[CH2:18][CH2:17][CH2:16][CH2:15][CH2:14][CH2:13]2)=[O:11])[CH2:2]3)=[O:28])[CH:35]=[CH:34][N:33]=1. (2) Given the reactants C[Si](C)(C)[S:3][Si](C)(C)C.C[O-].[Na+].[Cl:13][C:14]1[CH:19]=[C:18]([C:20]([F:23])([F:22])[F:21])[CH:17]=[C:16]([Cl:24])[C:15]=1[N:25]1[C:29]([NH:30][CH3:31])=[C:28]([CH:32]2[S:36][CH2:35][CH2:34][S:33]2)[C:27]([C:37]#[N:38])=[N:26]1, predict the reaction product. The product is: [Cl:24][C:16]1[CH:17]=[C:18]([C:20]([F:21])([F:23])[F:22])[CH:19]=[C:14]([Cl:13])[C:15]=1[N:25]1[C:29]([NH:30][CH3:31])=[C:28]([CH:32]2[S:33][CH2:34][CH2:35][S:36]2)[C:27]([C:37](=[S:3])[NH2:38])=[N:26]1. (3) Given the reactants CO[CH:3]1[O:8][CH:7]([C:9]2[N:13]([CH3:14])[N:12]=[CH:11][C:10]=2[N+:15]([O-:17])=[O:16])[CH:6]([CH3:18])[CH:5]=[C:4]1[CH3:19].B(F)(F)F.CCOCC.C([SiH](CC)CC)C.C([O-])(O)=O.[Na+], predict the reaction product. The product is: [CH3:18][CH:6]1[CH:5]=[C:4]([CH3:19])[CH2:3][O:8][CH:7]1[C:9]1[N:13]([CH3:14])[N:12]=[CH:11][C:10]=1[N+:15]([O-:17])=[O:16]. (4) Given the reactants [Br:1][C:2]1[CH:3]=[C:4]([C:8]2([C:18]3[CH:23]=[CH:22][C:21]([OH:24])=[CH:20][CH:19]=3)[C:12]3=[N:13][CH2:14][CH2:15][CH2:16][N:11]3[C:10](=[S:17])[NH:9]2)[CH:5]=[CH:6][CH:7]=1.[CH2:25]([S:28](Cl)(=[O:30])=[O:29])[CH2:26][CH3:27], predict the reaction product. The product is: [CH2:25]([S:28]([O:24][C:21]1[CH:20]=[CH:19][C:18]([C:8]2([C:4]3[CH:5]=[CH:6][CH:7]=[C:2]([Br:1])[CH:3]=3)[C:12]3=[N:13][CH2:14][CH2:15][CH2:16][N:11]3[C:10](=[S:17])[NH:9]2)=[CH:23][CH:22]=1)(=[O:30])=[O:29])[CH2:26][CH3:27]. (5) Given the reactants CC1(C)CCCC(C)(C)N1.C([Li])CCC.[Li]N1C(C)(C)CCCC1(C)C.C([O:30][B:31](OC(C)C)[O:32]C(C)C)(C)C.[C:40](#[N:47])[C:41]1[CH:46]=[CH:45][CH:44]=[CH:43][CH:42]=1, predict the reaction product. The product is: [C:40]([C:41]1[CH:46]=[CH:45][CH:44]=[CH:43][C:42]=1[B:31]([OH:32])[OH:30])#[N:47]. (6) Given the reactants [CH2:1]([O:8][C:9](=[O:33])[C@@H:10]([NH:20][C:21](=[O:32])[C@@H:22]([NH:24][C:25](OC(C)(C)C)=[O:26])[CH3:23])[CH2:11][C:12]1[CH:17]=[CH:16][C:15]([O:18][CH3:19])=[CH:14][CH:13]=1)[C:2]1[CH:7]=[CH:6][CH:5]=[CH:4][CH:3]=1.FC(F)(F)C(O)=O.C(N(CC)C(C)C)(C)C.[CH3:50][C:51]1[O:55][N:54]=[C:53](C(O)=O)[CH:52]=1.CN(C(ON1N=NC2C=CC=NC1=2)=[N+](C)C)C.F[P-](F)(F)(F)(F)F, predict the reaction product. The product is: [CH2:1]([O:8][C:9](=[O:33])[C@@H:10]([NH:20][C:21](=[O:32])[C@@H:22]([NH:24][C:25]([C:53]1[CH:52]=[C:51]([CH3:50])[O:55][N:54]=1)=[O:26])[CH3:23])[CH2:11][C:12]1[CH:17]=[CH:16][C:15]([O:18][CH3:19])=[CH:14][CH:13]=1)[C:2]1[CH:3]=[CH:4][CH:5]=[CH:6][CH:7]=1. (7) Given the reactants C(=O)([O-])[O-].[K+].[K+].CO.C([O:12][CH2:13][C:14]([N:16]([CH2:39][C:40]([OH:42])=[O:41])[C@@H:17]1[C:25]2[C:20](=[CH:21][CH:22]=[CH:23][CH:24]=2)[CH2:19][C@H:18]1[NH:26][C:27]([C:29]1[NH:33][C:32]2[C:34]([Cl:38])=[C:35]([Cl:37])[S:36][C:31]=2[CH:30]=1)=[O:28])=[O:15])(=O)C, predict the reaction product. The product is: [C:40]([CH2:39][N:16]([C@@H:17]1[C:25]2[C:20](=[CH:21][CH:22]=[CH:23][CH:24]=2)[CH2:19][C@H:18]1[NH:26][C:27]([C:29]1[NH:33][C:32]2[C:34]([Cl:38])=[C:35]([Cl:37])[S:36][C:31]=2[CH:30]=1)=[O:28])[C:14](=[O:15])[CH2:13][OH:12])([OH:42])=[O:41].